Dataset: Catalyst prediction with 721,799 reactions and 888 catalyst types from USPTO. Task: Predict which catalyst facilitates the given reaction. (1) Product: [CH3:10][C:3]1[CH:4]=[C:5]([CH2:6][N:15]2[CH2:16][CH2:17][N:12]([CH3:11])[CH2:13][CH2:14]2)[CH:8]=[CH:9][C:2]=1[OH:1]. The catalyst class is: 68. Reactant: [OH:1][C:2]1[CH:9]=[CH:8][C:5]([CH:6]=O)=[CH:4][C:3]=1[CH3:10].[CH3:11][N:12]1[CH2:17][CH2:16][NH:15][CH2:14][CH2:13]1.C(O[BH-](OC(=O)C)OC(=O)C)(=O)C.[Na+].C([O-])(O)=O.[Na+]. (2) Reactant: [CH3:1][O:2][C:3]([C:5]1[S:6][CH:7]=[CH:8][C:9]=1[S:10](Cl)(=[O:12])=[O:11])=[O:4].[NH2:14][C:15]1[O:19][N:18]=[C:17]([CH3:20])[C:16]=1[CH3:21]. Product: [CH3:20][C:17]1[C:16]([CH3:21])=[C:15]([NH:14][S:10]([C:9]2[CH:8]=[CH:7][S:6][C:5]=2[C:3]([O:2][CH3:1])=[O:4])(=[O:12])=[O:11])[O:19][N:18]=1. The catalyst class is: 17.